This data is from Forward reaction prediction with 1.9M reactions from USPTO patents (1976-2016). The task is: Predict the product of the given reaction. Given the reactants [F:1][C:2]([F:26])([F:25])[C:3]1[CH:4]=[C:5]([S:9][CH:10]([CH:12]2[CH2:17][CH2:16][CH2:15][N:14]([C:18]([O:20][C:21]([CH3:24])([CH3:23])[CH3:22])=[O:19])[CH2:13]2)[CH3:11])[CH:6]=[CH:7][CH:8]=1.[OH:27]OS([O-])=O.[K+].[OH2:33], predict the reaction product. The product is: [F:26][C:2]([F:1])([F:25])[C:3]1[CH:4]=[C:5]([S:9]([CH:10]([CH:12]2[CH2:17][CH2:16][CH2:15][N:14]([C:18]([O:20][C:21]([CH3:22])([CH3:24])[CH3:23])=[O:19])[CH2:13]2)[CH3:11])(=[O:27])=[O:33])[CH:6]=[CH:7][CH:8]=1.